Task: Predict the reactants needed to synthesize the given product.. Dataset: Full USPTO retrosynthesis dataset with 1.9M reactions from patents (1976-2016) (1) Given the product [CH3:25][C:20]1([CH3:26])[C:21]([CH3:24])([CH3:23])[O:22][B:18]([C:2]2[CH:7]=[CH:6][C:5]([C@@H:8]([NH:10][C:11](=[O:17])[O:12][C:13]([CH3:16])([CH3:15])[CH3:14])[CH3:9])=[CH:4][CH:3]=2)[O:19]1, predict the reactants needed to synthesize it. The reactants are: Br[C:2]1[CH:7]=[CH:6][C:5]([C@@H:8]([NH:10][C:11](=[O:17])[O:12][C:13]([CH3:16])([CH3:15])[CH3:14])[CH3:9])=[CH:4][CH:3]=1.[B:18]1([B:18]2[O:22][C:21]([CH3:24])([CH3:23])[C:20]([CH3:26])([CH3:25])[O:19]2)[O:22][C:21]([CH3:24])([CH3:23])[C:20]([CH3:26])([CH3:25])[O:19]1. (2) Given the product [OH:7][CH2:6][CH2:5][C:3]1([Br:13])[CH2:4][C:2]1([Br:14])[Br:1], predict the reactants needed to synthesize it. The reactants are: [Br:1][C:2]1([Br:14])[CH2:4][C:3]1([Br:13])[CH2:5][CH2:6][O:7]C(OCC)C.O.C1(C)C=CC(S(O)(=O)=O)=CC=1.Cl. (3) The reactants are: C([Li])CCC.C(NC(C)C)(C)C.[CH3:13][C:14]1[O:15][C:16]2[CH:23]=[CH:22][CH:21]=[CH:20][C:17]=2[C:18]=1[CH3:19].[F:24][C:25]([F:42])([F:41])[C:26](=[O:40])[CH2:27][C:28]([C:31]1[CH:36]=[C:35]([F:37])[CH:34]=[CH:33][C:32]=1[O:38][CH3:39])([CH3:30])[CH3:29]. Given the product [F:42][C:25]([F:24])([F:41])[C:26]([CH2:13][C:14]1[O:15][C:16]2[CH:23]=[CH:22][CH:21]=[CH:20][C:17]=2[C:18]=1[CH3:19])([OH:40])[CH2:27][C:28]([C:31]1[CH:36]=[C:35]([F:37])[CH:34]=[CH:33][C:32]=1[O:38][CH3:39])([CH3:30])[CH3:29], predict the reactants needed to synthesize it. (4) The reactants are: Br[CH2:2][C:3]1[CH:8]=[CH:7][CH:6]=[C:5]([N+:9]([O-:11])=[O:10])[CH:4]=1.[P:12]([O:19]CC)([O:16][CH2:17][CH3:18])[O:13][CH2:14][CH3:15]. Given the product [N+:9]([C:5]1[CH:4]=[C:3]([CH:8]=[CH:7][CH:6]=1)[CH2:2][P:12](=[O:19])([O:16][CH2:17][CH3:18])[O:13][CH2:14][CH3:15])([O-:11])=[O:10], predict the reactants needed to synthesize it. (5) Given the product [CH2:8]([C:7]1[C:2]2[O:18][N:17]=[C:12]([C:13]([F:14])([F:15])[F:16])[C:3]=2[CH:4]=[CH:5][C:6]=1[OH:11])[CH2:9][CH3:10], predict the reactants needed to synthesize it. The reactants are: O[C:2]1[C:7]([CH2:8][CH2:9][CH3:10])=[C:6]([OH:11])[CH:5]=[CH:4][C:3]=1[C:12](=[N:17][OH:18])[C:13]([F:16])([F:15])[F:14].C1(P(C2C=CC=CC=2)C2C=CC=CC=2)C=CC=CC=1.N(C(OCC)=O)=NC(OCC)=O.O. (6) Given the product [F:1][C:2]1[CH:7]=[CH:6][CH:5]=[C:4]([F:8])[C:3]=1[N:9]1[C:14]2[N:15]=[C:16]([NH:40][CH2:39][CH2:38][N:37]([CH3:41])[CH3:36])[N:17]=[C:18]([C:19]3[CH:20]=[C:21]([CH:25]=[CH:26][C:27]=3[CH3:28])[C:22]([NH:35][CH:33]([CH3:34])[CH3:32])=[O:24])[C:13]=2[CH:12]=[CH:11][C:10]1=[O:31], predict the reactants needed to synthesize it. The reactants are: [F:1][C:2]1[CH:7]=[CH:6][CH:5]=[C:4]([F:8])[C:3]=1[N:9]1[C:14]2[N:15]=[C:16](SC)[N:17]=[C:18]([C:19]3[CH:20]=[C:21]([CH:25]=[CH:26][C:27]=3[CH3:28])[C:22]([OH:24])=O)[C:13]=2[CH:12]=[CH:11][C:10]1=[O:31].[CH3:32][CH:33]([NH2:35])[CH3:34].[CH3:36][N:37]([CH3:41])[CH2:38][CH2:39][NH2:40]. (7) Given the product [BrH:28].[N:1]1[CH:6]=[CH:5][CH:4]=[CH:3][C:2]=1[O:7][CH2:8][C:9]1[CH:27]=[CH:26][C:12]([CH2:13][C:14]2[CH:18]=[C:17]([C:19]3[C:20]([NH2:25])=[N:21][CH:22]=[CH:23][CH:24]=3)[O:16][N:15]=2)=[CH:11][CH:10]=1, predict the reactants needed to synthesize it. The reactants are: [N:1]1[CH:6]=[CH:5][CH:4]=[CH:3][C:2]=1[O:7][CH2:8][C:9]1[CH:27]=[CH:26][C:12]([CH2:13][C:14]2[CH:18]=[C:17]([C:19]3[C:20]([NH2:25])=[N:21][CH:22]=[CH:23][CH:24]=3)[O:16][N:15]=2)=[CH:11][CH:10]=1.[BrH:28]. (8) The reactants are: [CH3:1][C:2]1[N:3]=[N:4][N:5]([CH2:7][C:8]2[CH:13]=[C:12]([C:14]([F:17])([F:16])[F:15])[CH:11]=[CH:10][C:9]=2/[CH:18]=[CH:19]/[C:20](O)=[O:21])[N:6]=1.[CH:23]1([C:27]2[O:28][C:29]([CH:32]3[CH2:37][CH2:36][NH:35][CH2:34][CH2:33]3)=[N:30][N:31]=2)[CH2:26][CH2:25][CH2:24]1. Given the product [CH:23]1([C:27]2[O:28][C:29]([CH:32]3[CH2:37][CH2:36][N:35]([C:20](=[O:21])/[CH:19]=[CH:18]/[C:9]4[CH:10]=[CH:11][C:12]([C:14]([F:16])([F:15])[F:17])=[CH:13][C:8]=4[CH2:7][N:5]4[N:4]=[N:3][C:2]([CH3:1])=[N:6]4)[CH2:34][CH2:33]3)=[N:30][N:31]=2)[CH2:26][CH2:25][CH2:24]1, predict the reactants needed to synthesize it.